Dataset: Forward reaction prediction with 1.9M reactions from USPTO patents (1976-2016). Task: Predict the product of the given reaction. Given the reactants [C:1]([C:6]1[C:14]2[C:9](=[CH:10][C:11]([O:15][CH3:16])=[CH:12][CH:13]=2)[N:8]([CH2:17][C:18]([OH:20])=O)[N:7]=1)(=[O:5])[CH:2]([CH3:4])[CH3:3].C1C=C2N=NN(O)C2=CC=1.O.Cl.[CH2:33]([NH:35][CH2:36][CH2:37][C:38]([CH3:41])([CH3:40])[CH3:39])[CH3:34].CCN(C(C)C)C(C)C.CCN=C=NCCCN(C)C.Cl, predict the reaction product. The product is: [CH3:39][C:38]([CH3:41])([CH3:40])[CH2:37][CH2:36][N:35]([CH2:33][CH3:34])[C:18](=[O:20])[CH2:17][N:8]1[C:9]2[C:14](=[CH:13][CH:12]=[C:11]([O:15][CH3:16])[CH:10]=2)[C:6]([C:1](=[O:5])[CH:2]([CH3:3])[CH3:4])=[N:7]1.